From a dataset of Catalyst prediction with 721,799 reactions and 888 catalyst types from USPTO. Predict which catalyst facilitates the given reaction. (1) Reactant: [CH3:1][C:2]1[CH:3]=[C:4]([C:8](=O)[CH3:9])[CH:5]=N[CH:7]=1.[NH2:11][C:12]1[CH:13]=[C:14]([C@@H:18]([NH:20][C:21]2[CH:26]=[N:25][CH:24]=[C:23]([Cl:27])[N:22]=2)[CH3:19])[CH:15]=[CH:16][CH:17]=1.[C:28](O[BH-](OC(=O)C)OC(=O)C)(=O)C.[Na+].C(O)(=O)C.Cl. Product: [Cl:27][C:23]1[N:22]=[C:21]([NH:20][C@H:18]([C:14]2[CH:15]=[CH:16][CH:17]=[C:12]([NH:11][CH:5]([C:4]3[CH:8]=[CH:9][CH:7]=[C:2]([CH3:1])[CH:3]=3)[CH3:28])[CH:13]=2)[CH3:19])[CH:26]=[N:25][CH:24]=1. The catalyst class is: 26. (2) Reactant: [Si:1]([O:8][C@@H:9]1[CH2:14][C@@H:13]([CH2:15][OH:16])[O:12][C:11](=[O:17])[CH2:10]1)([C:4]([CH3:7])([CH3:6])[CH3:5])([CH3:3])[CH3:2].CC(OI1(OC(C)=O)(OC(C)=O)OC(=O)C2C=CC=CC1=2)=[O:20]. The catalyst class is: 2. Product: [Si:1]([O:8][C@@H:9]1[CH2:14][C@@H:13]([CH:15]([OH:20])[OH:16])[O:12][C:11](=[O:17])[CH2:10]1)([C:4]([CH3:7])([CH3:6])[CH3:5])([CH3:3])[CH3:2]. (3) Reactant: Br[CH2:2][C:3]1[C:7]2[CH:8]=[C:9]([F:12])[CH:10]=[CH:11][C:6]=2[O:5][C:4]=1[C:13]([O:15][CH3:16])=[O:14].[CH3:17][O-:18].[Na+].Cl. Product: [F:12][C:9]1[CH:10]=[CH:11][C:6]2[O:5][C:4]([C:13]([O:15][CH3:16])=[O:14])=[C:3]([CH2:2][O:18][CH3:17])[C:7]=2[CH:8]=1. The catalyst class is: 5. (4) Reactant: [CH2:1]([NH:5][CH2:6][C:7]1[S:8][C:9]([C:12]2[CH:17]=[CH:16][CH:15]=[C:14]([S:18]([CH3:21])(=[O:20])=[O:19])[CH:13]=2)=[CH:10][CH:11]=1)[CH:2]([CH3:4])[CH3:3].C/C(/C)=C(/OC)\O[Si](C)(C)C.[CH2:33]([S:37](Cl)(=[O:39])=[O:38])[CH2:34][CH2:35][CH3:36]. Product: [CH2:1]([N:5]([CH2:6][C:7]1[S:8][C:9]([C:12]2[CH:17]=[CH:16][CH:15]=[C:14]([S:18]([CH3:21])(=[O:20])=[O:19])[CH:13]=2)=[CH:10][CH:11]=1)[S:37]([CH2:33][CH2:34][CH2:35][CH3:36])(=[O:39])=[O:38])[CH:2]([CH3:4])[CH3:3]. The catalyst class is: 4. (5) Reactant: [NH2:1][C:2]1[CH:3]=[N:4][N:5]([CH3:24])[C:6]=1[N:7]1[CH2:13][C:12]([O:15][CH3:16])([CH3:14])[CH2:11][N:10]([C:17]([O:19][C:20]([CH3:23])([CH3:22])[CH3:21])=[O:18])[CH2:9][CH2:8]1.CCN(C(C)C)C(C)C.C1CN([P+](ON2N=NC3C=CC=CC2=3)(N2CCCC2)N2CCCC2)CC1.F[P-](F)(F)(F)(F)F.[C:67]([O:71][C:72]([NH:74][C:75]1[S:79][C:78]([C:80]2[C:85]([F:86])=[CH:84][CH:83]=[CH:82][C:81]=2[F:87])=[N:77][C:76]=1[C:88](O)=[O:89])=[O:73])([CH3:70])([CH3:69])[CH3:68]. Product: [C:67]([O:71][C:72]([NH:74][C:75]1[S:79][C:78]([C:80]2[C:85]([F:86])=[CH:84][CH:83]=[CH:82][C:81]=2[F:87])=[N:77][C:76]=1[C:88]([NH:1][C:2]1[CH:3]=[N:4][N:5]([CH3:24])[C:6]=1[N:7]1[CH2:13][C:12]([O:15][CH3:16])([CH3:14])[CH2:11][N:10]([C:17]([O:19][C:20]([CH3:23])([CH3:22])[CH3:21])=[O:18])[CH2:9][CH2:8]1)=[O:89])=[O:73])([CH3:70])([CH3:68])[CH3:69]. The catalyst class is: 2. (6) Reactant: Br[CH:2]([C:13]1[CH:14]=[CH:15][C:16]2[N:17]([C:19]([CH:22]([CH3:24])[CH3:23])=[N:20][N:21]=2)[N:18]=1)[C:3]([C:5]1[CH:10]=[CH:9][C:8]([F:11])=[CH:7][C:6]=1[F:12])=O.[NH2:25][C:26]([NH2:28])=[O:27]. Product: [F:12][C:6]1[CH:7]=[C:8]([F:11])[CH:9]=[CH:10][C:5]=1[C:3]1[N:25]=[C:26]([NH2:28])[O:27][C:2]=1[C:13]1[CH:14]=[CH:15][C:16]2[N:17]([C:19]([CH:22]([CH3:24])[CH3:23])=[N:20][N:21]=2)[N:18]=1. The catalyst class is: 3. (7) Reactant: [CH3:1][C:2]1[O:6][C:5]([C:7]2[CH:8]=[N:9][CH:10]=[CH:11][CH:12]=2)=[N:4][C:3]=1[CH2:13][C:14]([O:16]C)=[O:15].O.[OH-].[Li+].[OH-].[Na+]. Product: [CH3:1][C:2]1[O:6][C:5]([C:7]2[CH:8]=[N:9][CH:10]=[CH:11][CH:12]=2)=[N:4][C:3]=1[CH2:13][C:14]([OH:16])=[O:15]. The catalyst class is: 214. (8) Reactant: [Cl:1][C:2]1[C:11]([CH:12]=[O:13])=[CH:10][C:9]2[C:4](=[CH:5][CH:6]=[C:7]([OH:14])[CH:8]=2)[N:3]=1.C(=O)([O-])[O-].[Cs+].[Cs+].Br[CH2:22][CH:23]1[CH2:25][CH2:24]1. Product: [Cl:1][C:2]1[C:11]([CH:12]=[O:13])=[CH:10][C:9]2[C:4](=[CH:5][CH:6]=[C:7]([O:14][CH2:22][CH:23]3[CH2:25][CH2:24]3)[CH:8]=2)[N:3]=1. The catalyst class is: 3. (9) Reactant: C([O:8][C:9]1[CH:14]=[CH:13][C:12]([CH2:15][CH:16]([O:22][C:23]2[CH:28]=[CH:27][C:26]([C:29]([CH3:32])([CH3:31])[CH3:30])=[CH:25][CH:24]=2)[C:17]([O:19][CH2:20][CH3:21])=[O:18])=[CH:11][CH:10]=1)C1C=CC=CC=1. Product: [C:29]([C:26]1[CH:27]=[CH:28][C:23]([O:22][CH:16]([CH2:15][C:12]2[CH:11]=[CH:10][C:9]([OH:8])=[CH:14][CH:13]=2)[C:17]([O:19][CH2:20][CH3:21])=[O:18])=[CH:24][CH:25]=1)([CH3:30])([CH3:31])[CH3:32]. The catalyst class is: 45. (10) Reactant: [F:1][C:2]1[CH:14]=[CH:13][C:5]([CH2:6][CH:7]2[CH2:12][CH2:11][NH:10][CH2:9][CH2:8]2)=[CH:4][CH:3]=1.Br[CH2:16][CH2:17][N:18]1[C:26](=[O:27])[C:25]2[C:20](=[CH:21][CH:22]=[CH:23][CH:24]=2)[C:19]1=[O:28].C(N(CC)CC)C. Product: [F:1][C:2]1[CH:3]=[CH:4][C:5]([CH2:6][CH:7]2[CH2:8][CH2:9][N:10]([CH2:16][CH2:17][N:18]3[C:19](=[O:28])[C:20]4[C:25](=[CH:24][CH:23]=[CH:22][CH:21]=4)[C:26]3=[O:27])[CH2:11][CH2:12]2)=[CH:13][CH:14]=1. The catalyst class is: 10.